The task is: Predict the reaction yield, written as a fraction of the theoretical maximum amount of product (1.0 means a 100% yield; for example, 0.34 means a 34% yield).. This data is from Reaction yield outcomes from USPTO patents with 853,638 reactions. (1) The reactants are [CH3:1][C:2]([C:7]1[CH:12]=[CH:11][C:10]([N+:13]([O-])=O)=[CH:9][CH:8]=1)([CH2:5][OH:6])[CH2:3][OH:4]. The catalyst is C(O)C.[Pd]. The product is [NH2:13][C:10]1[CH:9]=[CH:8][C:7]([C:2]([CH3:1])([CH2:5][OH:6])[CH2:3][OH:4])=[CH:12][CH:11]=1. The yield is 0.970. (2) The reactants are Cl[C:2]1[C:11]2[C:6](=[CH:7][C:8]([O:14][CH2:15][CH2:16][CH2:17][N:18]3[CH2:23][CH2:22][N:21]([CH3:24])[CH2:20][CH2:19]3)=[C:9]([C:12]#[N:13])[CH:10]=2)[N:5]=[CH:4][CH:3]=1.[F:25][C:26]1[C:34]([OH:35])=[CH:33][CH:32]=[C:31]2[C:27]=1[CH:28]=[C:29]([CH3:36])[NH:30]2. The catalyst is CN(C=O)C. The product is [C:12]([C:9]1[CH:10]=[C:11]2[C:6](=[CH:7][C:8]=1[O:14][CH2:15][CH2:16][CH2:17][N:18]1[CH2:23][CH2:22][N:21]([CH3:24])[CH2:20][CH2:19]1)[N:5]=[CH:4][CH:3]=[C:2]2[O:35][C:34]1[C:26]([F:25])=[C:27]2[C:31](=[CH:32][CH:33]=1)[NH:30][C:29]([CH3:36])=[CH:28]2)#[N:13]. The yield is 0.440. (3) The reactants are [N+:1]([O-:4])(O)=[O:2].[Cl:5][C:6]1[CH:11]=[C:10]([F:12])[CH:9]=[CH:8][C:7]=1[NH2:13].CCOC(C)=O. The catalyst is OS(O)(=O)=O. The product is [Cl:5][C:6]1[CH:11]=[C:10]([F:12])[C:9]([N+:1]([O-:4])=[O:2])=[CH:8][C:7]=1[NH2:13]. The yield is 0.320. (4) The reactants are [NH2:1][CH2:2][C:3]1[NH:4][C:5](=[O:14])[C:6]2[CH:12]=[C:11]([F:13])[CH:10]=[N:9][C:7]=2[N:8]=1.CCN(C(C)C)C(C)C.[C:24]1([CH2:30][CH2:31][C:32](Cl)=[O:33])[CH:29]=[CH:28][CH:27]=[CH:26][CH:25]=1. The catalyst is C1COCC1.CCOC(C)=O. The product is [F:13][C:11]1[CH:10]=[N:9][C:7]2[N:8]=[C:3]([CH2:2][NH:1][C:32](=[O:33])[CH2:31][CH2:30][C:24]3[CH:29]=[CH:28][CH:27]=[CH:26][CH:25]=3)[NH:4][C:5](=[O:14])[C:6]=2[CH:12]=1. The yield is 0.0200. (5) The reactants are [CH3:1][O:2][C:3]1[CH:4]=[C:5]2[C:10](=[CH:11][C:12]=1[O:13][CH3:14])[N:9]=[CH:8][CH:7]=[C:6]2[O:15][C:16]1[CH:21]=[CH:20][C:19]([OH:22])=[CH:18][CH:17]=1.[H-].[Na+].COC1C=C2C(=CC=1OC)N=[CH:32][CH:31]=[C:30]2[O:39][C:40]1[CH:45]=[CH:44][C:43](NC(NC2CCNCC2)=O)=[CH:42][CH:41]=1.[C:56](=O)([O-])[OH:57].[Na+]. The catalyst is CN(C)C=O. The product is [CH3:1][O:2][C:3]1[CH:4]=[C:5]2[C:10](=[CH:11][C:12]=1[O:13][CH3:14])[N:9]=[CH:8][CH:7]=[C:6]2[O:15][C:16]1[CH:17]=[CH:18][C:19]([O:22][CH2:32][CH2:31][CH2:30][O:39][C:40]2[CH:41]=[CH:42][C:43]([O:57][CH3:56])=[CH:44][CH:45]=2)=[CH:20][CH:21]=1. The yield is 0.970. (6) The reactants are [C:1]([O:5][C:6]([N:8]1[C@H:12]([CH2:13][CH3:14])[CH2:11][C@H:10]([OH:15])[C@@H:9]1[CH2:16][C:17]1[CH:22]=[CH:21][CH:20]=[CH:19][CH:18]=1)=[O:7])([CH3:4])([CH3:3])[CH3:2].CC(OI1(OC(C)=O)(OC(C)=O)OC(=O)C2C=CC=CC1=2)=O.CCOC(C)=O. The catalyst is ClCCl.[Cl-].[Na+].O. The product is [C:1]([O:5][C:6]([N:8]1[C@H:12]([CH2:13][CH3:14])[CH2:11][C:10](=[O:15])[C@@H:9]1[CH2:16][C:17]1[CH:18]=[CH:19][CH:20]=[CH:21][CH:22]=1)=[O:7])([CH3:2])([CH3:3])[CH3:4]. The yield is 0.710. (7) The reactants are [S:1]1[CH:5]=[C:4]([CH:6]([NH:10][C:11]2[CH:16]=[CH:15][CH:14]=[CH:13][C:12]=2[CH2:17][CH3:18])[C:7]([OH:9])=[O:8])[C:3]2[CH:19]=[CH:20][CH:21]=[CH:22][C:2]1=2.C1C=CC2N(O)N=NC=2C=1.C1CCC(N=C=NC2CCCCC2)CC1.[N:48]12[CH2:55][CH2:54][CH:51]([CH2:52][CH2:53]1)[C@@H:50](O)[CH2:49]2. The catalyst is C1COCC1. The product is [S:1]1[CH:5]=[C:4]([CH:6]([NH:10][C:11]2[CH:16]=[CH:15][CH:14]=[CH:13][C:12]=2[CH2:17][CH3:18])[C:7]([O:9][C@@H:50]2[CH:51]3[CH2:54][CH2:55][N:48]([CH2:53][CH2:52]3)[CH2:49]2)=[O:8])[C:3]2[CH:19]=[CH:20][CH:21]=[CH:22][C:2]1=2. The yield is 0.0730.